Dataset: Reaction yield outcomes from USPTO patents with 853,638 reactions. Task: Predict the reaction yield, written as a fraction of the theoretical maximum amount of product (1.0 means a 100% yield; for example, 0.34 means a 34% yield). (1) The yield is 0.630. The product is [F:1][C:2]1[CH:7]=[C:6]([I:27])[CH:5]=[CH:4][C:3]=1[NH:12][C:13]1[C:21]2[CH:20]=[N:19][CH:18]=[N:17][C:16]=2[O:15][C:14]=1[C:22]([O:24][CH2:25][CH3:26])=[O:23]. The reactants are [F:1][C:2]1[CH:7]=[C:6]([Si](C)(C)C)[CH:5]=[CH:4][C:3]=1[NH:12][C:13]1[C:21]2[CH:20]=[N:19][CH:18]=[N:17][C:16]=2[O:15][C:14]=1[C:22]([O:24][CH2:25][CH3:26])=[O:23].[I:27]Cl.S([O-])([O-])(=O)=S.[Na+].[Na+]. The catalyst is ClCCl. (2) The reactants are [F:1][C:2]1[CH:3]=[C:4]([CH:15]=[CH:16][CH:17]=1)[CH2:5][NH:6][C:7]([C:9]1[S:10][CH:11]=[CH:12][C:13]=1[CH3:14])=[O:8].C(NC(C1OC=CC=1C)=O)C1C=CC=CC=1.[Br:34]N1C(=O)CCC1=O. No catalyst specified. The product is [Br:34][C:11]1[S:10][C:9]([C:7]([NH:6][CH2:5][C:4]2[CH:15]=[CH:16][CH:17]=[C:2]([F:1])[CH:3]=2)=[O:8])=[C:13]([CH3:14])[CH:12]=1. The yield is 0.890. (3) The reactants are I[C:2]1[CH:3]=[C:4]2[C:9](=[CH:10][CH:11]=1)[N:8]=[CH:7][N:6]=[C:5]2[O:12][C:13]1[CH:18]=[CH:17][CH:16]=[CH:15][CH:14]=1.O1[CH:30]=[CH:34][CH:33]=[C:32]1P([C:30]1O[CH:32]=[CH:33][CH:34]=1)[C:30]1O[CH:32]=[CH:33][CH:34]=1.C1([Zn])CCC1. The catalyst is C1COCC1.C1C=CC(/C=C/C(/C=C/C2C=CC=CC=2)=O)=CC=1.C1C=CC(/C=C/C(/C=C/C2C=CC=CC=2)=O)=CC=1.C1C=CC(/C=C/C(/C=C/C2C=CC=CC=2)=O)=CC=1.[Pd].[Pd]. The product is [CH:30]1([C:2]2[CH:3]=[C:4]3[C:9](=[CH:10][CH:11]=2)[N:8]=[CH:7][N:6]=[C:5]3[O:12][C:13]2[CH:18]=[CH:17][CH:16]=[CH:15][CH:14]=2)[CH2:34][CH2:33][CH2:32]1. The yield is 0.560. (4) The reactants are [NH2:1][C:2]1[C:7](Cl)=[N:6][CH:5]=[CH:4][N:3]=1.O(CC)[C:10]([S-:12])=[S:11].[K+].CN1CCCC1=O.C(O)(=O)C. The catalyst is O. The product is [S:12]1[C:7]2[C:2](=[N:3][CH:4]=[CH:5][N:6]=2)[NH:1][C:10]1=[S:11]. The yield is 0.670. (5) The reactants are [CH3:1][NH:2][C:3]([C:5]1[C:13]2[CH:12]=[C:11]([C:14]3[C:19]([Cl:20])=[CH:18][N:17]=[C:16](Cl)[N:15]=3)[S:10][C:9]=2[CH:8]=[CH:7][CH:6]=1)=[O:4].C(OC([N:29]1[CH2:34][CH2:33][N:32]([CH2:35][CH2:36][CH2:37][NH2:38])[C@H:31]([CH3:39])[CH2:30]1)=O)(C)(C)C.C(N(C(C)C)CC)(C)C.C([SiH](CC)CC)C.C(O)(C(F)(F)F)=O.[Li+].[OH-]. The catalyst is O1CCOCC1.ClCCl. The product is [CH3:1][NH:2][C:3]([C:5]1[C:13]2[CH:12]=[C:11]([C:14]3[C:19]([Cl:20])=[CH:18][N:17]=[C:16]([NH:38][CH2:37][CH2:36][CH2:35][N:32]4[CH2:33][CH2:34][NH:29][CH2:30][C@H:31]4[CH3:39])[N:15]=3)[S:10][C:9]=2[CH:8]=[CH:7][CH:6]=1)=[O:4]. The yield is 0.460. (6) The reactants are [CH2:1]1[C:9]2[C:4](=[CH:5][CH:6]=[C:7]([C:10]3([C:13]#N)[CH2:12][CH2:11]3)[CH:8]=2)[CH2:3][CH2:2]1.[OH-:15].[Na+].Cl.C[OH:19]. No catalyst specified. The product is [CH2:1]1[C:9]2[C:4](=[CH:5][CH:6]=[C:7]([C:10]3([C:13]([OH:19])=[O:15])[CH2:12][CH2:11]3)[CH:8]=2)[CH2:3][CH2:2]1. The yield is 0.470.